Task: Regression. Given a peptide amino acid sequence and an MHC pseudo amino acid sequence, predict their binding affinity value. This is MHC class II binding data.. Dataset: Peptide-MHC class II binding affinity with 134,281 pairs from IEDB (1) The peptide sequence is AVSMTGVMRGNHYAF. The MHC is DRB4_0103 with pseudo-sequence DRB4_0103. The binding affinity (normalized) is 0.666. (2) The peptide sequence is KQQGIRYANPIAFFR. The MHC is HLA-DPA10301-DPB10402 with pseudo-sequence HLA-DPA10301-DPB10402. The binding affinity (normalized) is 0.402.